This data is from Peptide-MHC class I binding affinity with 185,985 pairs from IEDB/IMGT. The task is: Regression. Given a peptide amino acid sequence and an MHC pseudo amino acid sequence, predict their binding affinity value. This is MHC class I binding data. (1) The MHC is HLA-B15:01 with pseudo-sequence HLA-B15:01. The peptide sequence is HLPELIWRS. The binding affinity (normalized) is 0.0847. (2) The peptide sequence is KTPVIVVPV. The binding affinity (normalized) is 0.325. The MHC is HLA-A02:02 with pseudo-sequence HLA-A02:02. (3) The peptide sequence is QLKQRDALF. The MHC is HLA-B27:05 with pseudo-sequence HLA-B27:05. The binding affinity (normalized) is 0.0847. (4) The binding affinity (normalized) is 0.530. The MHC is Patr-B0101 with pseudo-sequence Patr-B0101. The peptide sequence is HTALRQAIL.